This data is from Peptide-MHC class I binding affinity with 185,985 pairs from IEDB/IMGT. The task is: Regression. Given a peptide amino acid sequence and an MHC pseudo amino acid sequence, predict their binding affinity value. This is MHC class I binding data. (1) The peptide sequence is NTIEELSGY. The MHC is HLA-A02:12 with pseudo-sequence HLA-A02:12. The binding affinity (normalized) is 0.0847. (2) The peptide sequence is VPRPCQKSL. The MHC is HLA-B18:01 with pseudo-sequence HLA-B18:01. The binding affinity (normalized) is 0.0847. (3) The peptide sequence is AVREATAAF. The MHC is HLA-B39:01 with pseudo-sequence HLA-B39:01. The binding affinity (normalized) is 0.0847. (4) The peptide sequence is YDPVLMFLLF. The MHC is Mamu-B17 with pseudo-sequence Mamu-B17. The binding affinity (normalized) is 0. (5) The peptide sequence is FIKDYRYTY. The MHC is HLA-B07:02 with pseudo-sequence HLA-B07:02. The binding affinity (normalized) is 0.0847. (6) The peptide sequence is MEKTHNLMA. The MHC is HLA-B27:03 with pseudo-sequence HLA-B27:03. The binding affinity (normalized) is 0.0847. (7) The MHC is HLA-A68:01 with pseudo-sequence HLA-A68:01. The binding affinity (normalized) is 0.384. The peptide sequence is WSRIGTAATK.